This data is from Reaction yield outcomes from USPTO patents with 853,638 reactions. The task is: Predict the reaction yield, written as a fraction of the theoretical maximum amount of product (1.0 means a 100% yield; for example, 0.34 means a 34% yield). (1) The reactants are [CH2:1]([N:8]1[CH2:13][CH2:12][N:11]([C:14]2[N:19]=[C:18]([CH2:20][S:21]([C:24]3[CH:29]=[CH:28][CH:27]=[CH:26][CH:25]=3)(=[O:23])=[O:22])[C:17]([N+:30]([O-])=O)=[CH:16][CH:15]=2)[CH2:10][CH2:9]1)[C:2]1[CH:7]=[CH:6][CH:5]=[CH:4][CH:3]=1.[Sn].Cl.C([O-])(O)=O.[Na+]. The catalyst is CO. The product is [NH2:30][C:17]1[C:18]([CH2:20][S:21]([C:24]2[CH:25]=[CH:26][CH:27]=[CH:28][CH:29]=2)(=[O:23])=[O:22])=[N:19][C:14]([N:11]2[CH2:10][CH2:9][N:8]([CH2:1][C:2]3[CH:3]=[CH:4][CH:5]=[CH:6][CH:7]=3)[CH2:13][CH2:12]2)=[CH:15][CH:16]=1. The yield is 0.870. (2) The product is [NH2:19][C:20]1[CH:25]=[C:24]([OH:26])[C:23]([CH3:27])=[CH:22][C:21]=1[N:15]=[N:1][C:2]1[C:3]([CH3:13])=[CH:4][C:5]([CH3:12])=[C:6]([S:8]([OH:11])(=[O:9])=[O:10])[CH:7]=1. The catalyst is [OH-].[Na+]. The yield is 0.769. The reactants are [NH2:1][C:2]1[CH:7]=[C:6]([S:8]([OH:11])(=[O:10])=[O:9])[C:5]([CH3:12])=[CH:4][C:3]=1[CH3:13].Cl.[N:15]([O-])=O.[Na+].[NH2:19][C:20]1[CH:21]=[CH:22][C:23]([CH3:27])=[C:24]([OH:26])[CH:25]=1. (3) The reactants are [CH3:1][N:2]([CH:10]1[CH2:15][CH2:14][N:13]([CH3:16])[CH2:12][CH2:11]1)[C:3]1[CH:8]=[CH:7][CH:6]=[C:5]([NH2:9])[N:4]=1.[Br:17][C:18]1[CH:26]=[CH:25]C=C[C:19]=1[C:20]([Cl:22])=O.[O:27]1[CH2:32][CH2:31]OCC1. No catalyst specified. The product is [ClH:22].[Br:17][C:18]1[CH:26]=[CH:25][C:31]([C:32]([NH:9][C:5]2[CH:6]=[CH:7][CH:8]=[C:3]([N:2]([CH3:1])[CH:10]3[CH2:15][CH2:14][N:13]([CH3:16])[CH2:12][CH2:11]3)[N:4]=2)=[O:27])=[CH:20][CH:19]=1. The yield is 0.840. (4) The reactants are [C:1]1([C:7]2([C:10]([O-:12])=[O:11])[CH2:9][CH2:8]2)[CH:6]=[CH:5][CH:4]=[CH:3][CH:2]=1.[N+:13]([O-:16])([O-])=[O:14].[K+].OS(O)(=O)=O.[CH2:23](Cl)Cl. No catalyst specified. The product is [N+:13]([C:4]1[CH:5]=[CH:6][C:1]([C:7]2([C:10]([O:12][CH3:23])=[O:11])[CH2:9][CH2:8]2)=[CH:2][CH:3]=1)([O-:16])=[O:14]. The yield is 0.680. (5) The catalyst is C(Cl)Cl. The reactants are C1(P(C2C=CC=CC=2)C2C=CC=CC=2)C=CC=CC=1.[Br:20]Br.O[CH2:23][CH2:24][C:25]1([OH:35])[CH2:34][CH2:33][C:32]2[C:27](=[CH:28][CH:29]=[CH:30][CH:31]=2)[CH2:26]1.C(N(CC)CC)C. The yield is 0.610. The product is [Br:20][CH2:23][CH2:24][C:25]1([OH:35])[CH2:34][CH2:33][C:32]2[C:27](=[CH:28][CH:29]=[CH:30][CH:31]=2)[CH2:26]1. (6) The reactants are [CH3:1][O:2][C:3](=[O:21])[C:4]1[CH:9]=[C:8]([C:10](=[O:12])[CH3:11])[CH:7]=[CH:6][C:5]=1[O:13][CH2:14][C:15]1[CH:20]=[CH:19][CH:18]=[CH:17][CH:16]=1.[Br:22]Br.C(OCC)C. The catalyst is C(Cl)(Cl)Cl.C1(C)C=CC=CC=1. The product is [CH3:1][O:2][C:3](=[O:21])[C:4]1[CH:9]=[C:8]([C:10](=[O:12])[CH2:11][Br:22])[CH:7]=[CH:6][C:5]=1[O:13][CH2:14][C:15]1[CH:16]=[CH:17][CH:18]=[CH:19][CH:20]=1. The yield is 0.550. (7) The reactants are [Cl:1][C:2]1[C:7]([CH:8]=[O:9])=[C:6]([N:10]2[CH2:23][CH2:22][N:13]3[C:14]4[CH2:15][CH2:16][CH2:17][CH2:18][C:19]=4[C:20]([F:21])=[C:12]3[C:11]2=[O:24])[N:5]=[CH:4][CH:3]=1.[BH4-].[Na+]. The catalyst is CO. The product is [Cl:1][C:2]1[CH:3]=[CH:4][N:5]=[C:6]([N:10]2[CH2:23][CH2:22][N:13]3[C:14]4[CH2:15][CH2:16][CH2:17][CH2:18][C:19]=4[C:20]([F:21])=[C:12]3[C:11]2=[O:24])[C:7]=1[CH2:8][OH:9]. The yield is 0.810. (8) The reactants are [F:1][C:2]([F:14])([F:13])[CH2:3][O:4][C:5]1[CH:6]=[CH:7][C:8]([CH2:11]O)=[N:9][CH:10]=1.[K+].[Br-].C(=O)(O)[O-].[O-]Cl.[Na+].FC(F)(F)COC1C=CC(C=O)=NC=1.[CH3:38][C:39]([S@:42]([NH2:44])=[O:43])([CH3:41])[CH3:40]. The catalyst is ClCCl.[O-]S([O-])(=O)=O.[Cu+2].CC1(C)N([O])C(C)(C)CCC1. The product is [CH3:38][C:39]([S@:42]([N:44]=[CH:11][C:8]1[CH:7]=[CH:6][C:5]([O:4][CH2:3][C:2]([F:14])([F:13])[F:1])=[CH:10][N:9]=1)=[O:43])([CH3:41])[CH3:40]. The yield is 0.660.